Dataset: Catalyst prediction with 721,799 reactions and 888 catalyst types from USPTO. Task: Predict which catalyst facilitates the given reaction. Reactant: [Cl:1][C:2]1[C:7]([OH:8])=[C:6]([CH:9]=[CH2:10])[CH:5]=[C:4]([CH2:11][OH:12])[N:3]=1.[H-].[Na+].[CH2:15](Br)[CH:16]=[CH2:17]. Product: [CH2:17]([O:8][C:7]1[C:6]([CH:9]=[CH2:10])=[CH:5][C:4]([CH2:11][OH:12])=[N:3][C:2]=1[Cl:1])[CH:16]=[CH2:15]. The catalyst class is: 31.